This data is from Forward reaction prediction with 1.9M reactions from USPTO patents (1976-2016). The task is: Predict the product of the given reaction. (1) Given the reactants [C:1]([O:5][C:6](=[O:18])[CH2:7][N:8]1[C:16]2[C:11](=[CH:12][CH:13]=[C:14]([OH:17])[CH:15]=2)[CH:10]=[CH:9]1)([CH3:4])([CH3:3])[CH3:2].[F:19][C:20]1[CH:21]=[C:22]([C:30]2[S:31][C:32]([CH2:36]O)=[C:33]([CH3:35])[N:34]=2)[CH:23]=[CH:24][C:25]=1[C:26]([F:29])([F:28])[F:27].C(P(CCCC)CCCC)CCC.CN(C)C(N=NC(N(C)C)=O)=O, predict the reaction product. The product is: [C:1]([O:5][C:6](=[O:18])[CH2:7][N:8]1[C:16]2[C:11](=[CH:12][CH:13]=[C:14]([O:17][CH2:36][C:32]3[S:31][C:30]([C:22]4[CH:23]=[CH:24][C:25]([C:26]([F:29])([F:27])[F:28])=[C:20]([F:19])[CH:21]=4)=[N:34][C:33]=3[CH3:35])[CH:15]=2)[CH:10]=[CH:9]1)([CH3:4])([CH3:2])[CH3:3]. (2) Given the reactants [Cl:1][C:2]1[CH:7]=[CH:6][N:5]=[C:4]([C:8](Cl)=[O:9])[CH:3]=1.[CH2:11]([N:13]1[CH2:18][CH2:17][NH:16][CH2:15][CH2:14]1)[CH3:12], predict the reaction product. The product is: [Cl:1][C:2]1[CH:7]=[CH:6][N:5]=[C:4]([C:8]([N:16]2[CH2:17][CH2:18][N:13]([CH2:11][CH3:12])[CH2:14][CH2:15]2)=[O:9])[CH:3]=1. (3) Given the reactants Br[C:2]1[CH:3]=[CH:4][C:5]([O:30][CH3:31])=[C:6]([C:8]([CH3:29])([CH3:28])[CH2:9][C:10]([OH:27])([C:23]([F:26])([F:25])[F:24])[CH2:11][N:12]2[C:21]3[C:16](=[CH:17][CH:18]=[CH:19][CH:20]=3)[C:15](=[O:22])[CH:14]=[CH:13]2)[CH:7]=1.[F-].[K+].[C:34]1(B(O)O)[CH:39]=[CH:38][CH:37]=[CH:36][CH:35]=1, predict the reaction product. The product is: [OH:27][C:10]([C:23]([F:26])([F:25])[F:24])([CH2:9][C:8]([C:6]1[CH:7]=[C:2]([C:34]2[CH:39]=[CH:38][CH:37]=[CH:36][CH:35]=2)[CH:3]=[CH:4][C:5]=1[O:30][CH3:31])([CH3:29])[CH3:28])[CH2:11][N:12]1[C:21]2[C:16](=[CH:17][CH:18]=[CH:19][CH:20]=2)[C:15](=[O:22])[CH:14]=[CH:13]1. (4) Given the reactants Br[C:2]1[CH:7]=[CH:6][C:5]([O:8][CH2:9][CH3:10])=[CH:4][C:3]=1[C:11]([F:14])([F:13])[F:12].C([Li])CCC.CCCCCC.[B:26]([O:35]C(C)C)([O:31]C(C)C)[O:27]C(C)C.Cl, predict the reaction product. The product is: [CH2:9]([O:8][C:5]1[CH:6]=[CH:7][C:2]([O:27][B:26]([OH:35])[OH:31])=[C:3]([C:11]([F:14])([F:13])[F:12])[CH:4]=1)[CH3:10].